From a dataset of Catalyst prediction with 721,799 reactions and 888 catalyst types from USPTO. Predict which catalyst facilitates the given reaction. (1) Reactant: [Br:1][C:2]1[CH:3]=[C:4]([CH:8]=[C:9]([C:11]([F:14])([F:13])[F:12])[CH:10]=1)[C:5]([NH2:7])=O.ClC1N=C(Cl)N=C(Cl)N=1.O. Product: [Br:1][C:2]1[CH:3]=[C:4]([CH:8]=[C:9]([C:11]([F:12])([F:13])[F:14])[CH:10]=1)[C:5]#[N:7]. The catalyst class is: 3. (2) Reactant: [Br:1][CH2:2][C:3]([C:5]1[CH:10]=[CH:9][C:8]([Cl:11])=[C:7]([Cl:12])[CH:6]=1)=[O:4].B(Cl)([C@@H]1[C@@H](C)[C@H]2C(C)(C)[C@H](C2)C1)[C@@H]1[C@@H](C)[C@H]2C(C)(C)[C@H](C2)C1. Product: [Br:1][CH2:2][CH:3]([C:5]1[CH:10]=[CH:9][C:8]([Cl:11])=[C:7]([Cl:12])[CH:6]=1)[OH:4]. The catalyst class is: 1. (3) Reactant: [CH:1]1([NH:4][S:5]([CH2:8][CH2:9][CH3:10])(=[O:7])=[O:6])[CH2:3][CH2:2]1.C([O-])([O-])=O.[K+].[K+].Br[CH2:18][CH2:19][O:20][C:21](=[O:23])[CH3:22]. Product: [CH:1]1([N:4]([S:5]([CH2:8][CH2:9][CH3:10])(=[O:7])=[O:6])[CH2:18][CH2:19][O:20][C:21](=[O:23])[CH3:22])[CH2:3][CH2:2]1. The catalyst class is: 21. (4) Reactant: Br[C:2]1[CH:20]=[CH:19][C:5]([CH2:6][N:7]2[CH2:12][CH2:11][O:10][C@@H:9]([C:13]3[CH:18]=[CH:17][CH:16]=[CH:15][CH:14]=3)[CH2:8]2)=[CH:4][CH:3]=1.[F:21][C:22]([F:33])([F:32])[C:23]1[CH:28]=[CH:27][CH:26]=[CH:25][C:24]=1B(O)O.C(=O)([O-])[O-].[Na+].[Na+].C1(C)C=CC=CC=1. Product: [C:13]1([C@@H:9]2[O:10][CH2:11][CH2:12][N:7]([CH2:6][C:5]3[CH:19]=[CH:20][C:2]([C:24]4[CH:25]=[CH:26][CH:27]=[CH:28][C:23]=4[C:22]([F:33])([F:32])[F:21])=[CH:3][CH:4]=3)[CH2:8]2)[CH:18]=[CH:17][CH:16]=[CH:15][CH:14]=1. The catalyst class is: 461. (5) Reactant: [C:1]([C:3]1[CH:8]=[CH:7][CH:6]=[CH:5][C:4]=1[C:9]1[CH:14]=[CH:13][C:12]([CH2:15][C:16]2[C:17](=[O:54])[N:18]([C@H:28]3[CH2:33][CH2:32][C@H:31]([O:34][CH:35]([CH2:41][CH2:42]OS(C4C=CC(C)=CC=4)(=O)=O)[C:36]([O:38][CH2:39][CH3:40])=[O:37])[CH2:30][CH2:29]3)[C:19]3[N:20]([N:25]=[CH:26][N:27]=3)[C:21]=2[CH2:22][CH2:23][CH3:24])=[CH:11][CH:10]=1)#[N:2].CC(C)([O-])C.[K+].Cl. Product: [C:1]([C:3]1[CH:8]=[CH:7][CH:6]=[CH:5][C:4]=1[C:9]1[CH:10]=[CH:11][C:12]([CH2:15][C:16]2[C:17](=[O:54])[N:18]([C@H:28]3[CH2:33][CH2:32][C@H:31]([O:34][C:35]4([C:36]([O:38][CH2:39][CH3:40])=[O:37])[CH2:42][CH2:41]4)[CH2:30][CH2:29]3)[C:19]3[N:20]([N:25]=[CH:26][N:27]=3)[C:21]=2[CH2:22][CH2:23][CH3:24])=[CH:13][CH:14]=1)#[N:2]. The catalyst class is: 7. (6) Reactant: [F:1][C:2]1[CH:3]=[C:4]([CH:18]=[C:19]([F:23])[C:20]=1[O:21]C)[C:5]([N:7]1[C:11]2[CH:12]=[CH:13][CH:14]=[CH:15][C:10]=2[S:9](=[O:17])(=[O:16])[CH2:8]1)=[O:6].[Cl-].[Li+].Cl. Product: [F:1][C:2]1[CH:3]=[C:4]([CH:18]=[C:19]([F:23])[C:20]=1[OH:21])[C:5]([N:7]1[C:11]2[CH:12]=[CH:13][CH:14]=[CH:15][C:10]=2[S:9](=[O:16])(=[O:17])[CH2:8]1)=[O:6]. The catalyst class is: 9. (7) Reactant: Br[CH2:2][CH2:3][CH2:4][CH2:5][CH2:6][C:7]([NH:9][C:10]1[CH:15]=[CH:14][CH:13]=[CH:12][C:11]=1[N+:16]([O-:18])=[O:17])=[O:8].[N-:19]=[N+:20]=[N-:21].[Na+]. Product: [N:19]([CH2:2][CH2:3][CH2:4][CH2:5][CH2:6][C:7]([NH:9][C:10]1[CH:15]=[CH:14][CH:13]=[CH:12][C:11]=1[N+:16]([O-:18])=[O:17])=[O:8])=[N+:20]=[N-:21]. The catalyst class is: 3.